Predict the reactants needed to synthesize the given product. From a dataset of Full USPTO retrosynthesis dataset with 1.9M reactions from patents (1976-2016). (1) Given the product [N:35]1([C:4]2[N:9]=[N:8][C:7]([C:10]3[N:19]=[C:18]4[C:13]([C:14]([NH:20][C:21]5[CH:26]=[CH:25][C:24]([C:27]([F:30])([F:29])[F:28])=[CH:23][N:22]=5)=[CH:15][CH:16]=[N:17]4)=[CH:12][CH:11]=3)=[C:6]([C:31]([F:34])([F:33])[F:32])[CH:5]=2)[CH2:40][CH2:39][O:38][CH2:37][CH2:36]1, predict the reactants needed to synthesize it. The reactants are: [F-].[Cs+].Cl[C:4]1[N:9]=[N:8][C:7]([C:10]2[N:19]=[C:18]3[C:13]([C:14]([NH:20][C:21]4[CH:26]=[CH:25][C:24]([C:27]([F:30])([F:29])[F:28])=[CH:23][N:22]=4)=[CH:15][CH:16]=[N:17]3)=[CH:12][CH:11]=2)=[C:6]([C:31]([F:34])([F:33])[F:32])[CH:5]=1.[NH:35]1[CH2:40][CH2:39][O:38][CH2:37][CH2:36]1.C([O-])(O)=O.[Na+]. (2) Given the product [F:27][C:28]1[CH:34]=[CH:33][CH:32]=[CH:31][C:29]=1[NH:30][C:24](=[O:25])[CH2:23][N:3]1[C:4]2[C:9](=[CH:8][CH:7]=[CH:6][CH:5]=2)[C:10]2([C:22]3[C:13](=[CH:14][C:15]4[O:20][CH2:19][CH2:18][O:17][C:16]=4[CH:21]=3)[O:12][CH2:11]2)[C:2]1=[O:1], predict the reactants needed to synthesize it. The reactants are: [O:1]=[C:2]1[C:10]2([C:22]3[C:13](=[CH:14][C:15]4[O:20][CH2:19][CH2:18][O:17][C:16]=4[CH:21]=3)[O:12][CH2:11]2)[C:9]2[C:4](=[CH:5][CH:6]=[CH:7][CH:8]=2)[N:3]1[CH2:23][C:24](O)=[O:25].[F:27][C:28]1[CH:34]=[CH:33][CH:32]=[CH:31][C:29]=1[NH2:30].C(N(CC)CC)C.C(OC1C=CC2C(=CC=CC=2)N1C(OCC)=O)C. (3) The reactants are: [Br:1][C:2]1[CH:7]=[CH:6][C:5](I)=[C:4]([F:9])[CH:3]=1.[Br:10][C:11]1[CH:16]=[CH:15][C:14](B(O)O)=[C:13]([F:20])[CH:12]=1.[C:21](=O)([O-])[O-:22].[K+].[K+].[C]=O. Given the product [Br:1][C:2]1[CH:7]=[CH:6][C:5]([C:21]([C:14]2[CH:15]=[CH:16][C:11]([Br:10])=[CH:12][C:13]=2[F:20])=[O:22])=[C:4]([F:9])[CH:3]=1, predict the reactants needed to synthesize it. (4) Given the product [CH2:1]([C:5]1[CH:6]=[C:7]2[C:12](=[C:13]([O:15][CH:16]3[CH2:21][CH2:20][N:19]([CH2:22][CH2:23][NH2:24])[CH2:18][CH2:17]3)[CH:14]=1)[N:11]=[CH:10][CH:9]=[CH:8]2)[CH2:2][CH2:3][CH3:4], predict the reactants needed to synthesize it. The reactants are: [CH2:1]([C:5]1[CH:6]=[C:7]2[C:12](=[C:13]([O:15][CH:16]3[CH2:21][CH2:20][N:19]([CH2:22][CH2:23][N:24]4C(=O)C5C(=CC=CC=5)C4=O)[CH2:18][CH2:17]3)[CH:14]=1)[N:11]=[CH:10][CH:9]=[CH:8]2)[CH2:2][CH2:3][CH3:4].O.NN. (5) Given the product [F:14][C:15]([F:24])([C:19]([F:21])([F:20])[C:18]1[NH:12][N:11]=[C:10]([C:7]2[CH:6]=[CH:5][C:4]([N+:1]([O-:3])=[O:2])=[CH:9][CH:8]=2)[N:13]=1)[C:16]([OH:23])=[O:17], predict the reactants needed to synthesize it. The reactants are: [N+:1]([C:4]1[CH:9]=[CH:8][C:7]([C:10](=[NH:13])[NH:11][NH2:12])=[CH:6][CH:5]=1)([O-:3])=[O:2].[F:14][C:15]1([F:24])[C:19]([F:21])([F:20])[C:18](=O)[O:17][C:16]1=[O:23].C(#N)C. (6) Given the product [CH3:1][N:2]1[CH:6]=[C:5]([N:7]2[C:19]3[C:18]4[CH:17]=[C:16]([C:20]5[CH:21]=[N:22][N:23]([CH2:25][CH2:26][OH:27])[CH:24]=5)[CH:15]=[CH:14][C:13]=4[N:12]=[CH:11][C:10]=3[N:9]([CH3:34])[C:8]2=[O:35])[C:4]([CH3:36])=[N:3]1, predict the reactants needed to synthesize it. The reactants are: [CH3:1][N:2]1[CH:6]=[C:5]([N:7]2[C:19]3[C:18]4[CH:17]=[C:16]([C:20]5[CH:21]=[N:22][N:23]([CH2:25][CH2:26][O:27]C6CCCCO6)[CH:24]=5)[CH:15]=[CH:14][C:13]=4[N:12]=[CH:11][C:10]=3[N:9]([CH3:34])[C:8]2=[O:35])[C:4]([CH3:36])=[N:3]1.O1CCOCC1. (7) Given the product [Cl:55][C:56]1[CH:68]=[CH:67][C:59]([CH2:60][CH:6]2[CH2:7][CH2:8][N:9]([S:12]([C:15]3[C:19]([CH3:20])=[N:18][NH:17][C:16]=3[CH3:22])(=[O:13])=[O:14])[CH2:10][CH2:11]2)=[CH:58][CH:57]=1, predict the reactants needed to synthesize it. The reactants are: ClC1C=C(C=CC=1Cl)O[CH:6]1[CH2:11][CH2:10][N:9]([S:12]([C:15]2[C:16]([CH3:22])=[N:17][N:18](C)[C:19]=2[CH3:20])(=[O:14])=[O:13])[CH2:8][CH2:7]1.ClC1C=C(C=CC=1Cl)NCC1CCN(S(C2C(C)=NN(C)C=2C)(=O)=O)CC1.Cl.[Cl:55][C:56]1[CH:68]=[CH:67][C:59]([CH2:60]C2CCNCC2)=[CH:58][CH:57]=1. (8) The reactants are: [O:1]1[C:5]([C:6]2[C:7]3[N:8]([C:16]([C:19]([O:21]CC)=[O:20])=[CH:17][N:18]=3)[CH:9]=[C:10]([C:12]([F:15])([F:14])[F:13])[CH:11]=2)=[CH:4][N:3]=[CH:2]1.C1COCC1.[OH-].[Na+].Cl. Given the product [O:1]1[C:5]([C:6]2[C:7]3[N:8]([C:16]([C:19]([OH:21])=[O:20])=[CH:17][N:18]=3)[CH:9]=[C:10]([C:12]([F:15])([F:14])[F:13])[CH:11]=2)=[CH:4][N:3]=[CH:2]1, predict the reactants needed to synthesize it.